From a dataset of Forward reaction prediction with 1.9M reactions from USPTO patents (1976-2016). Predict the product of the given reaction. (1) Given the reactants Cl.[NH2:2][C:3]1[CH:8]=[CH:7][C:6]([O:9][CH3:10])=[CH:5][C:4]=1[OH:11].Cl[C:13]1[CH:18]=[CH:17][C:16]([N+:19]([O-:21])=[O:20])=[CH:15][C:14]=1[N+:22]([O-:24])=[O:23].C([O-])(=O)C.[Na+], predict the reaction product. The product is: [N+:19]([C:16]1[CH:15]=[C:14]([N+:22]([O-:24])=[O:23])[CH:13]=[CH:18][C:17]=1[NH:2][C:3]1[CH:8]=[CH:7][C:6]([O:9][CH3:10])=[CH:5][C:4]=1[OH:11])([O-:21])=[O:20]. (2) Given the reactants C([O-])(=O)C.[NH4+:5].[C:6]([CH2:8][C:9]([O:11]CC)=O)#[N:7].[CH3:14][C:15]([CH3:20])([CH3:19])[C:16](=O)[CH3:17].[N+:21]([C:24]1[CH:31]=[CH:30][C:27]([CH:28]=O)=[CH:26][CH:25]=1)([O-:23])=[O:22], predict the reaction product. The product is: [C:15]([C:16]1[NH:5][C:9](=[O:11])[C:8]([C:6]#[N:7])=[C:28]([C:27]2[CH:30]=[CH:31][C:24]([N+:21]([O-:23])=[O:22])=[CH:25][CH:26]=2)[CH:17]=1)([CH3:20])([CH3:19])[CH3:14]. (3) Given the reactants [NH2:1][C:2](=[O:11])[CH2:3][C:4]([CH3:10])([CH3:9])[CH2:5][C:6]([OH:8])=[O:7].[C:12](=O)([O-])[O-].[K+].[K+].CI, predict the reaction product. The product is: [NH2:1][C:2](=[O:11])[CH2:3][C:4]([CH3:9])([CH3:10])[CH2:5][C:6]([O:8][CH3:12])=[O:7].